This data is from Reaction yield outcomes from USPTO patents with 853,638 reactions. The task is: Predict the reaction yield, written as a fraction of the theoretical maximum amount of product (1.0 means a 100% yield; for example, 0.34 means a 34% yield). (1) The reactants are [Cl:1]N1C(=O)CCC1=O.CN(C)C=O.[CH3:14][O:15][C:16]1[CH:21]=[C:20]([CH3:22])[CH:19]=[CH:18][N:17]=1. The catalyst is O. The product is [Cl:1][C:19]1[C:20]([CH3:22])=[CH:21][C:16]([O:15][CH3:14])=[N:17][CH:18]=1. The yield is 0.820. (2) The reactants are Br[C:2]1[CH:3]=[C:4]2[CH2:10][C:9]3([CH:15]4[CH2:16][CH2:17][N:12]([CH2:13][CH2:14]4)[CH2:11]3)[O:8][C:5]2=[N:6][CH:7]=1.[C:18]1(B(O)O)[CH:23]=[CH:22][CH:21]=[CH:20][CH:19]=1.COCCOC.C(=O)([O-])[O-].[Na+].[Na+]. The catalyst is C1C=CC([P]([Pd]([P](C2C=CC=CC=2)(C2C=CC=CC=2)C2C=CC=CC=2)([P](C2C=CC=CC=2)(C2C=CC=CC=2)C2C=CC=CC=2)[P](C2C=CC=CC=2)(C2C=CC=CC=2)C2C=CC=CC=2)(C2C=CC=CC=2)C2C=CC=CC=2)=CC=1.C(O)C. The product is [C:18]1([C:2]2[CH:3]=[C:4]3[CH2:10][C:9]4([CH:15]5[CH2:16][CH2:17][N:12]([CH2:13][CH2:14]5)[CH2:11]4)[O:8][C:5]3=[N:6][CH:7]=2)[CH:23]=[CH:22][CH:21]=[CH:20][CH:19]=1. The yield is 0.680. (3) The reactants are [CH3:1][O:2][C:3]1[CH:4]=[C:5]([C@@H:9]([N:11]([CH3:20])[C@H:12]([C:14]2[CH:19]=[CH:18][CH:17]=[CH:16][CH:15]=2)[CH3:13])[CH3:10])[CH:6]=[CH:7][CH:8]=1.[CH3:21]N(C)C=O.C[Br:27]. The catalyst is C(OCC)(=O)C. The product is [Br-:27].[CH3:1][O:2][C:3]1[CH:4]=[C:5]([C@@H:9]([N+:11]([CH3:21])([CH3:20])[C@H:12]([C:14]2[CH:19]=[CH:18][CH:17]=[CH:16][CH:15]=2)[CH3:13])[CH3:10])[CH:6]=[CH:7][CH:8]=1. The yield is 0.690.